This data is from Peptide-MHC class I binding affinity with 185,985 pairs from IEDB/IMGT. The task is: Regression. Given a peptide amino acid sequence and an MHC pseudo amino acid sequence, predict their binding affinity value. This is MHC class I binding data. (1) The peptide sequence is LRWLVERRF. The MHC is HLA-B48:01 with pseudo-sequence HLA-B48:01. The binding affinity (normalized) is 0.0847. (2) The peptide sequence is FRYMNSQGL. The MHC is HLA-A31:01 with pseudo-sequence HLA-A31:01. The binding affinity (normalized) is 0.0847. (3) The peptide sequence is AVRPAVSAT. The MHC is HLA-B07:02 with pseudo-sequence HLA-B07:02. The binding affinity (normalized) is 0.561. (4) The peptide sequence is ETLPELNLSL. The MHC is HLA-A02:06 with pseudo-sequence HLA-A02:06. The binding affinity (normalized) is 0.547.